Predict the reactants needed to synthesize the given product. From a dataset of Full USPTO retrosynthesis dataset with 1.9M reactions from patents (1976-2016). Given the product [C:13]([C:12]1[C:11]([OH:18])=[CH:8][C:7]2[C:2](=[N:3][CH:4]=[CH:5][CH:6]=2)[N:1]=1)([CH3:16])([CH3:15])[CH3:14], predict the reactants needed to synthesize it. The reactants are: [NH2:1][C:2]1[C:7]([CH:8]=O)=[CH:6][CH:5]=[CH:4][N:3]=1.Br[CH2:11][C:12](=O)[C:13]([CH3:16])([CH3:15])[CH3:14].[OH-:18].[Na+].Cl.